This data is from Reaction yield outcomes from USPTO patents with 853,638 reactions. The task is: Predict the reaction yield, written as a fraction of the theoretical maximum amount of product (1.0 means a 100% yield; for example, 0.34 means a 34% yield). The reactants are CO[CH:3](OC)[CH2:4][NH:5][C:6](=[O:22])[C@H:7]([NH:11][C:12](=[O:21])[O:13][CH2:14][C:15]1[CH:20]=[CH:19][CH:18]=[CH:17][CH:16]=1)[CH:8]([CH3:10])[CH3:9].C(O)(C(F)(F)F)=O.O.C([O-])([O-])=O.[Na+].[Na+]. No catalyst specified. The product is [CH:8]([C@@H:7]1[C:6](=[O:22])[NH:5][CH:4]=[CH:3][N:11]1[C:12]([O:13][CH2:14][C:15]1[CH:16]=[CH:17][CH:18]=[CH:19][CH:20]=1)=[O:21])([CH3:9])[CH3:10]. The yield is 0.954.